This data is from Forward reaction prediction with 1.9M reactions from USPTO patents (1976-2016). The task is: Predict the product of the given reaction. Given the reactants Cl.C[O:3][C:4](=[O:39])[C:5]1[CH:10]=[CH:9][C:8]([CH2:11][O:12][C:13]2[CH:18]=[CH:17][C:16]([CH2:19][C@H:20]([NH2:38])[C:21]3[N:22]([CH2:34][CH2:35][CH2:36][CH3:37])[CH:23]=[C:24]([C:26]4[CH:31]=[CH:30][C:29]([Cl:32])=[CH:28][C:27]=4[Cl:33])[N:25]=3)=[CH:15][CH:14]=2)=[CH:7][CH:6]=1.[CH3:40][O:41][C:42]1[CH:47]=[CH:46][C:45]([CH2:48][C:49](O)=[O:50])=[CH:44][CH:43]=1, predict the reaction product. The product is: [CH2:34]([N:22]1[CH:23]=[C:24]([C:26]2[CH:31]=[CH:30][C:29]([Cl:32])=[CH:28][C:27]=2[Cl:33])[N:25]=[C:21]1[C@@H:20]([NH:38][C:49](=[O:50])[CH2:48][C:45]1[CH:46]=[CH:47][C:42]([O:41][CH3:40])=[CH:43][CH:44]=1)[CH2:19][C:16]1[CH:17]=[CH:18][C:13]([O:12][CH2:11][C:8]2[CH:9]=[CH:10][C:5]([C:4]([OH:3])=[O:39])=[CH:6][CH:7]=2)=[CH:14][CH:15]=1)[CH2:35][CH2:36][CH3:37].